From a dataset of CYP3A4 inhibition data for predicting drug metabolism from PubChem BioAssay. Regression/Classification. Given a drug SMILES string, predict its absorption, distribution, metabolism, or excretion properties. Task type varies by dataset: regression for continuous measurements (e.g., permeability, clearance, half-life) or binary classification for categorical outcomes (e.g., BBB penetration, CYP inhibition). Dataset: cyp3a4_veith. The molecule is Cc1ccc2nc(SCc3ccc([N+](=O)[O-])cc3)[nH]c2c1. The result is 0 (non-inhibitor).